This data is from Peptide-MHC class I binding affinity with 185,985 pairs from IEDB/IMGT. The task is: Regression. Given a peptide amino acid sequence and an MHC pseudo amino acid sequence, predict their binding affinity value. This is MHC class I binding data. (1) The peptide sequence is QSIENMETM. The MHC is H-2-Db with pseudo-sequence H-2-Db. The binding affinity (normalized) is 0.898. (2) The peptide sequence is TVAAMGVPPL. The MHC is HLA-A30:01 with pseudo-sequence HLA-A30:01. The binding affinity (normalized) is 0.254.